From a dataset of Catalyst prediction with 721,799 reactions and 888 catalyst types from USPTO. Predict which catalyst facilitates the given reaction. (1) Reactant: [N:1]1[C:11]2[C:6](=[CH:7][CH:8]=[CH:9][CH:10]=2)[C:4]([CH3:5])=[CH:3][CH:2]=1.C(#N)C.[I:15][CH2:16][CH2:17][CH2:18][CH2:19][CH2:20][C:21]([OH:23])=[O:22]. Product: [I-:15].[C:21]([CH2:20][CH2:19][CH2:18][CH2:17][CH2:16][N+:1]1[C:11]2[C:6](=[CH:7][CH:8]=[CH:9][CH:10]=2)[C:4]([CH3:5])=[CH:3][CH:2]=1)([OH:23])=[O:22]. The catalyst class is: 28. (2) The catalyst class is: 741. Reactant: [CH:1]([C:3]1[CH:8]=[CH:7][C:6](B(O)O)=[CH:5][CH:4]=1)=[O:2].Br[C:13]1[CH:14]=[C:15]([CH2:18][N:19]([CH3:28])[C:20](=[O:27])[C:21]2[CH:26]=[CH:25][CH:24]=[CH:23][CH:22]=2)[S:16][CH:17]=1.C(=O)([O-])[O-].[K+].[K+]. Product: [CH:1]([C:3]1[CH:8]=[CH:7][C:6]([C:13]2[CH:14]=[C:15]([CH2:18][N:19]([CH3:28])[C:20](=[O:27])[C:21]3[CH:22]=[CH:23][CH:24]=[CH:25][CH:26]=3)[S:16][CH:17]=2)=[CH:5][CH:4]=1)=[O:2]. (3) Reactant: [C:1]([O:5][C:6]([NH:8][C@H:9]([CH2:29][C:30]1[CH:35]=[C:34]([F:36])[C:33]([F:37])=[CH:32][C:31]=1[F:38])[CH2:10][C:11]([N:13]1[CH2:18][CH2:17][N:16]2[C:19]([C:25]([F:28])([F:27])[F:26])=[N:20][C:21]([C:22](O)=[O:23])=[C:15]2[CH2:14]1)=[O:12])=[O:7])([CH3:4])([CH3:3])[CH3:2].[NH2:39][C:40]1[CH:45]=[CH:44][CH:43]=[CH:42][N:41]=1.C(N(CC)CC)C.O=C1N(P(Cl)(N2CCOC2=O)=O)CCO1. Product: [C:1]([O:5][C:6](=[O:7])[NH:8][C@H:9]([CH2:29][C:30]1[CH:35]=[C:34]([F:36])[C:33]([F:37])=[CH:32][C:31]=1[F:38])[CH2:10][C:11](=[O:12])[N:13]1[CH2:18][CH2:17][N:16]2[C:19]([C:25]([F:28])([F:27])[F:26])=[N:20][C:21]([C:22](=[O:23])[NH:39][C:40]3[CH:45]=[CH:44][CH:43]=[CH:42][N:41]=3)=[C:15]2[CH2:14]1)([CH3:4])([CH3:2])[CH3:3]. The catalyst class is: 4. (4) Reactant: [CH3:1][C:2]1[C:3]2[C:9](=O)[CH2:8][CH:7]([CH2:11][N+:12]([O-:14])=[O:13])[C:4]=2[S:5][CH:6]=1. Product: [CH3:1][C:2]1[C:3]2[CH2:9][CH2:8][CH:7]([CH2:11][N+:12]([O-:14])=[O:13])[C:4]=2[S:5][CH:6]=1. The catalyst class is: 1. (5) Reactant: [CH:1]([C:3]([CH2:5][CH3:6])=[O:4])=[CH2:2].[N+:7]([CH3:10])([O-:9])=[O:8].C[O-].[Na+]. Product: [N+:7]([CH2:10][CH2:2][CH2:1][C:3](=[O:4])[CH2:5][CH3:6])([O-:9])=[O:8]. The catalyst class is: 5. (6) Reactant: [CH2:1]([O:8][CH2:9][CH2:10][CH2:11][CH2:12][C:13]([NH:15][NH:16][C:17](=O)[C:18]([O:20][CH2:21][CH3:22])=[O:19])=O)[C:2]1[CH:7]=[CH:6][CH:5]=[CH:4][CH:3]=1.P12(SP3(SP(SP(S3)(S1)=S)(=S)S2)=S)=[S:25]. Product: [CH2:1]([O:8][CH2:9][CH2:10][CH2:11][CH2:12][C:13]1[S:25][C:17]([C:18]([O:20][CH2:21][CH3:22])=[O:19])=[N:16][N:15]=1)[C:2]1[CH:7]=[CH:6][CH:5]=[CH:4][CH:3]=1. The catalyst class is: 11. (7) Product: [S:1]1[C:5]2[CH:6]=[CH:7][CH:8]=[CH:9][C:4]=2[CH:3]=[C:2]1[C:10]1[N:11]=[C:12]([NH:21][C:22]2[CH:23]=[C:24]3[C:28](=[CH:29][CH:30]=2)[NH:27][N:26]=[CH:25]3)[C:13]2[CH:19]=[CH:18][CH:17]=[N:16][C:14]=2[N:15]=1. Reactant: [S:1]1[C:5]2[CH:6]=[CH:7][CH:8]=[CH:9][C:4]=2[CH:3]=[C:2]1[C:10]1[N:11]=[C:12](Cl)[C:13]2[CH:19]=[CH:18][CH:17]=[N:16][C:14]=2[N:15]=1.[NH2:21][C:22]1[CH:23]=[C:24]2[C:28](=[CH:29][CH:30]=1)[NH:27][N:26]=[CH:25]2.C(=O)([O-])[O-].[K+].[K+]. The catalyst class is: 12. (8) Reactant: [F:1][C:2]([F:14])([F:13])[C:3]1[CH:8]=[CH:7][CH:6]=[CH:5][C:4]=1[S:9](Cl)(=[O:11])=[O:10].[NH3:15]. Product: [F:1][C:2]([F:14])([F:13])[C:3]1[CH:8]=[CH:7][CH:6]=[CH:5][C:4]=1[S:9]([NH2:15])(=[O:11])=[O:10]. The catalyst class is: 219. (9) Reactant: [NH2:1][C:2]1[CH:7]=[CH:6][C:5]([SH:8])=[CH:4][CH:3]=1.Cl.Cl[CH2:11][C:12]1[CH:17]=[CH:16][CH:15]=[CH:14][N:13]=1.C(=O)([O-])[O-].[Cs+].[Cs+].O. Product: [N:13]1[CH:14]=[CH:15][CH:16]=[CH:17][C:12]=1[CH2:11][S:8][C:5]1[CH:6]=[CH:7][C:2]([NH2:1])=[CH:3][CH:4]=1. The catalyst class is: 23. (10) Reactant: [OH:1][CH2:2][C@@H:3]1[O:7][C:6](=[O:8])[N:5]([C:9]2[CH:18]=[C:17]3[C:12]([CH:13]=[C:14]([C:20]4[CH:25]=[CH:24][CH:23]=[CH:22][C:21]=4[C:26]([F:29])([F:28])[F:27])[NH:15][C:16]3=[O:19])=[CH:11][CH:10]=2)[CH2:4]1.[C:30]1(=[O:36])[O:35][C:33](=[O:34])[CH2:32][CH2:31]1.Cl. Product: [O:8]=[C:6]1[N:5]([C:9]2[CH:18]=[C:17]3[C:12]([CH:13]=[C:14]([C:20]4[CH:25]=[CH:24][CH:23]=[CH:22][C:21]=4[C:26]([F:28])([F:27])[F:29])[NH:15][C:16]3=[O:19])=[CH:11][CH:10]=2)[CH2:4][C@H:3]([CH2:2][O:1][C:30]([CH2:31][CH2:32][C:33]([OH:35])=[O:34])=[O:36])[O:7]1. The catalyst class is: 17.